From a dataset of Forward reaction prediction with 1.9M reactions from USPTO patents (1976-2016). Predict the product of the given reaction. (1) The product is: [F:27][C:26]([F:29])([F:28])[CH2:25][N:21]1[C:20]([C:14]2[N:13]=[C:12]3[C:11]4[CH:30]=[CH:31][C:8]([O:7][C@H:5]([CH3:6])[C:4]([NH2:38])=[O:3])=[CH:9][C:10]=4[O:19][CH2:18][CH2:17][N:16]3[CH:15]=2)=[N:24][CH:23]=[N:22]1. Given the reactants C([O:3][C:4](=O)[C@H:5]([O:7][C:8]1[CH:31]=[CH:30][C:11]2[C:12]3[N:16]([CH2:17][CH2:18][O:19][C:10]=2[CH:9]=1)[CH:15]=[C:14]([C:20]1[N:21]([CH2:25][C:26]([F:29])([F:28])[F:27])[N:22]=[CH:23][N:24]=1)[N:13]=3)[CH3:6])C.O.[OH-].[Li+].Cl.C[N:38](C(ON1N=NC2C=CC=NC1=2)=[N+](C)C)C.F[P-](F)(F)(F)(F)F.[Cl-].[NH4+].C(N(CC)CC)C, predict the reaction product. (2) Given the reactants [CH2:1]([O:3][C:4]([C:6]1[N:7]([C:23]2[CH:28]=[CH:27][C:26]([O:29][CH:30]([CH3:32])[CH3:31])=[CH:25][CH:24]=2)[C:8]2[C:13]([CH:14]=1)=[CH:12][CH:11]=[C:10]([O:15]CC1C=CC=CC=1)[CH:9]=2)=[O:5])[CH3:2], predict the reaction product. The product is: [CH2:1]([O:3][C:4]([C:6]1[N:7]([C:23]2[CH:28]=[CH:27][C:26]([O:29][CH:30]([CH3:31])[CH3:32])=[CH:25][CH:24]=2)[C:8]2[C:13]([CH:14]=1)=[CH:12][CH:11]=[C:10]([OH:15])[CH:9]=2)=[O:5])[CH3:2]. (3) The product is: [Br:14][C:15]1[CH:20]=[CH:19][CH:18]=[CH:17][C:16]=1[C:2]#[C:1][C:3]1[CH:4]=[CH:5][C:6](=[O:12])[N:7]([CH:9]([CH3:10])[CH3:11])[N:8]=1. Given the reactants [C:1]([C:3]1[CH:4]=[CH:5][C:6](=[O:12])[N:7]([CH:9]([CH3:11])[CH3:10])[N:8]=1)#[CH:2].[I-].[Br:14][C:15]1[CH:20]=[CH:19][CH:18]=[CH:17][C:16]=1I.C([O-])(O)=O.[Na+], predict the reaction product. (4) Given the reactants [C:1]([C:3]1[CH:28]=[CH:27][C:6]([CH2:7][CH:8](/[CH:18]=[CH:19]/[C:20]2[CH:25]=[CH:24][CH:23]=[CH:22][C:21]=2[OH:26])[CH2:9][CH2:10][CH2:11][CH2:12][C:13]([O:15][CH2:16][CH3:17])=[O:14])=[CH:5][CH:4]=1)#[N:2].[C:29]([C:33]1[CH:40]=[CH:39][C:36]([CH2:37]Br)=[CH:35][CH:34]=1)([CH3:32])([CH3:31])[CH3:30].C(=O)([O-])[O-].[K+].[K+], predict the reaction product. The product is: [C:29]([C:33]1[CH:34]=[CH:35][C:36]([CH2:37][O:26][C:21]2[CH:22]=[CH:23][CH:24]=[CH:25][C:20]=2/[CH:19]=[CH:18]/[CH:8]([CH2:7][C:6]2[CH:27]=[CH:28][C:3]([C:1]#[N:2])=[CH:4][CH:5]=2)[CH2:9][CH2:10][CH2:11][CH2:12][C:13]([O:15][CH2:16][CH3:17])=[O:14])=[CH:39][CH:40]=1)([CH3:32])([CH3:30])[CH3:31]. (5) Given the reactants [CH3:1][C:2]1[CH:20]=[CH:19][CH:18]=[C:17]([CH3:21])[C:3]=1[O:4][C:5]1[CH:6]=[C:7]([C:14]([OH:16])=O)[C:8](=[CH:12][CH:13]=1)[C:9]([OH:11])=O.[NH2:22][CH2:23][C:24]([OH:26])=[O:25].[CH3:27]O, predict the reaction product. The product is: [CH3:27][O:25][C:24](=[O:26])[CH2:23][N:22]1[C:14](=[O:16])[C:7]2[C:8](=[CH:12][CH:13]=[C:5]([O:4][C:3]3[C:17]([CH3:21])=[CH:18][CH:19]=[CH:20][C:2]=3[CH3:1])[CH:6]=2)[C:9]1=[O:11]. (6) Given the reactants [NH2:1][CH2:2][CH2:3][N:4]1[C:12]2[CH:11]=[CH:10][N:9]=[C:8]([NH2:13])[C:7]=2[N:6]=[C:5]1[S:14][C:15]1[C:23]([Cl:24])=[CH:22][C:18]2[O:19][CH2:20][O:21][C:17]=2[CH:16]=1.[CH:25](=O)[C:26]([CH3:29])([CH3:28])[CH3:27].[BH3-]C#N.[Na+], predict the reaction product. The product is: [Cl:24][C:23]1[C:15]([S:14][C:5]2[N:4]([CH2:3][CH2:2][NH:1][CH2:25][C:26]([CH3:29])([CH3:28])[CH3:27])[C:12]3[CH:11]=[CH:10][N:9]=[C:8]([NH2:13])[C:7]=3[N:6]=2)=[CH:16][C:17]2[O:21][CH2:20][O:19][C:18]=2[CH:22]=1. (7) Given the reactants FC(F)(F)S(O[C:7]1[C:16]2[C:11](=[N:12][CH:13]=[CH:14][CH:15]=2)[N:10]([O:17][CH2:18][C:19]2[CH:24]=[CH:23][CH:22]=[CH:21][CH:20]=2)[C:9](=[O:25])[CH:8]=1)(=O)=O.C1(CNCC2CCCCC2)CCCCC1.N#N.[OH-:45].[Na+].CN([CH:50]=[O:51])C, predict the reaction product. The product is: [CH2:18]([O:17][N:10]1[C:11]2[C:16](=[CH:15][CH:14]=[CH:13][N:12]=2)[C:7]([C:50]([OH:51])=[O:45])=[CH:8][C:9]1=[O:25])[C:19]1[CH:24]=[CH:23][CH:22]=[CH:21][CH:20]=1.